The task is: Regression. Given two drug SMILES strings and cell line genomic features, predict the synergy score measuring deviation from expected non-interaction effect.. This data is from NCI-60 drug combinations with 297,098 pairs across 59 cell lines. (1) Synergy scores: CSS=48.9, Synergy_ZIP=1.30, Synergy_Bliss=1.70, Synergy_Loewe=-0.0694, Synergy_HSA=3.40. Drug 2: CCC1=C2CN3C(=CC4=C(C3=O)COC(=O)C4(CC)O)C2=NC5=C1C=C(C=C5)O. Cell line: DU-145. Drug 1: COC1=C(C=C2C(=C1)N=CN=C2NC3=CC(=C(C=C3)F)Cl)OCCCN4CCOCC4. (2) Drug 1: C1=NNC2=C1C(=O)NC=N2. Drug 2: C(CCl)NC(=O)N(CCCl)N=O. Cell line: KM12. Synergy scores: CSS=2.30, Synergy_ZIP=0.146, Synergy_Bliss=1.53, Synergy_Loewe=-6.29, Synergy_HSA=-5.49.